Dataset: HIV replication inhibition screening data with 41,000+ compounds from the AIDS Antiviral Screen. Task: Binary Classification. Given a drug SMILES string, predict its activity (active/inactive) in a high-throughput screening assay against a specified biological target. (1) The result is 0 (inactive). The compound is CN(C)CCOC1(Cc2ccc(Cl)cc2Cl)CCC(C(C)(C)C)CC1.Cl. (2) The compound is CCN(C)N=Nc1ccc(C(N)=O)cc1. The result is 0 (inactive). (3) The compound is COC1C=COC2(C)Oc3c(C)c(OC(C)=O)c4c(c3C2=O)C(=O)C=C(NC(=O)C(C)=CC=CC(C)C(OC(C)=O)C(C)C(O)C(C)C(OC(C)=O)C1C)C4=O. The result is 0 (inactive). (4) The drug is CCN(CC)C(=O)CCCCCCCCC1CO1. The result is 0 (inactive). (5) The compound is O=S(=O)(O)c1cc(N=Nc2cc(S(=O)(=O)O)c3ccccc3c2O)ccc1C=Cc1ccc(N=Nc2cc(S(=O)(=O)O)c3ccccc3c2O)cc1S(=O)(=O)O.[NaH]. The result is 1 (active). (6) The drug is CN(c1ccccc1)c1cc2ccccc2nn1. The result is 0 (inactive). (7) The molecule is COc1ccc(CC(=O)NC(C)Cc2ccc(OC)c(OC)c2)cc1OC. The result is 0 (inactive).